From a dataset of NCI-60 drug combinations with 297,098 pairs across 59 cell lines. Regression. Given two drug SMILES strings and cell line genomic features, predict the synergy score measuring deviation from expected non-interaction effect. (1) Drug 1: CC1=CC2C(CCC3(C2CCC3(C(=O)C)OC(=O)C)C)C4(C1=CC(=O)CC4)C. Drug 2: C1=NC2=C(N1)C(=S)N=CN2. Cell line: RXF 393. Synergy scores: CSS=-6.85, Synergy_ZIP=-6.38, Synergy_Bliss=-16.6, Synergy_Loewe=-46.1, Synergy_HSA=-20.2. (2) Synergy scores: CSS=28.7, Synergy_ZIP=2.97, Synergy_Bliss=3.58, Synergy_Loewe=-34.0, Synergy_HSA=1.53. Cell line: HOP-62. Drug 2: CCC1(C2=C(COC1=O)C(=O)N3CC4=CC5=C(C=CC(=C5CN(C)C)O)N=C4C3=C2)O.Cl. Drug 1: C1=CC=C(C(=C1)C(C2=CC=C(C=C2)Cl)C(Cl)Cl)Cl.